This data is from Catalyst prediction with 721,799 reactions and 888 catalyst types from USPTO. The task is: Predict which catalyst facilitates the given reaction. (1) Reactant: Br[C:2]1[S:3][CH:4]=[CH:5][N:6]=1.CC1(C)C(C)(C)OB([C:15]2[CH:32]=[CH:31][C:18]3[CH2:19][CH2:20][N:21]([C:24]([O:26][C:27]([CH3:30])([CH3:29])[CH3:28])=[O:25])[CH2:22][CH2:23][C:17]=3[CH:16]=2)O1.C([O-])([O-])=O.[Na+].[Na+].COCCOC. Product: [S:3]1[CH:4]=[CH:5][N:6]=[C:2]1[C:15]1[CH:32]=[CH:31][C:18]2[CH2:19][CH2:20][N:21]([C:24]([O:26][C:27]([CH3:28])([CH3:29])[CH3:30])=[O:25])[CH2:22][CH2:23][C:17]=2[CH:16]=1. The catalyst class is: 518. (2) Reactant: Br[C:2]1[CH:3]=[CH:4][C:5]([NH:8][C:9]([C:11]2[CH:33]=[CH:32][C:14]([O:15][C:16]3[CH:25]=[C:24]4[C:19]([CH:20]([C:26]([O:28][CH2:29][CH3:30])=[O:27])[CH2:21][CH2:22][O:23]4)=[CH:18][C:17]=3[Cl:31])=[CH:13][CH:12]=2)=[O:10])=[N:6][CH:7]=1.[Cl:34][C:35]1[CH:40]=[CH:39][C:38](B(O)O)=[CH:37][CH:36]=1.C([O-])([O-])=O.[Na+].[Na+]. Product: [Cl:31][C:17]1[CH:18]=[C:19]2[C:24](=[CH:25][C:16]=1[O:15][C:14]1[CH:32]=[CH:33][C:11]([C:9](=[O:10])[NH:8][C:5]3[CH:4]=[CH:3][C:2]([C:38]4[CH:39]=[CH:40][C:35]([Cl:34])=[CH:36][CH:37]=4)=[CH:7][N:6]=3)=[CH:12][CH:13]=1)[O:23][CH2:22][CH2:21][CH:20]2[C:26]([O:28][CH2:29][CH3:30])=[O:27]. The catalyst class is: 398. (3) Product: [C:18]([C@@H:17]([NH:16][C:2]1[C:11]([C:12]([OH:14])=[O:13])=[CH:10][C:9]2[C:4](=[CH:5][CH:6]=[C:7]([Cl:15])[CH:8]=2)[N:3]=1)[CH2:21][C:22]1[CH:27]=[CH:26][C:25]([O:28][C:29]2[CH:38]=[CH:37][C:36]3[C:31](=[C:32]([Cl:39])[CH:33]=[CH:34][CH:35]=3)[N:30]=2)=[CH:24][CH:23]=1)([OH:20])=[O:19]. Reactant: Cl[C:2]1[C:11]([C:12]([OH:14])=[O:13])=[CH:10][C:9]2[C:4](=[CH:5][CH:6]=[C:7]([Cl:15])[CH:8]=2)[N:3]=1.[NH2:16][C@@H:17]([CH2:21][C:22]1[CH:27]=[CH:26][C:25]([O:28][C:29]2[CH:38]=[CH:37][C:36]3[C:31](=[C:32]([Cl:39])[CH:33]=[CH:34][CH:35]=3)[N:30]=2)=[CH:24][CH:23]=1)[C:18]([OH:20])=[O:19]. The catalyst class is: 16. (4) Reactant: Br[C:2]1[CH:3]=[C:4]([C:8]2[N:12]([CH3:13])[C:11]3[CH:14]=[CH:15][CH:16]=[CH:17][C:10]=3[N:9]=2)[CH:5]=[CH:6][CH:7]=1.[CH2:18]([O:20][C:21](=[O:28])[C@H:22]1[CH2:27][CH2:26][CH2:25][NH:24][CH2:23]1)[CH3:19].C(=O)([O-])[O-].[Cs+].[Cs+].C1(P(C2C=CC=CC=2)C2C=CC3C(=CC=CC=3)C=2C2C3C(=CC=CC=3)C=CC=2P(C2C=CC=CC=2)C2C=CC=CC=2)C=CC=CC=1. Product: [CH2:18]([O:20][C:21]([C@H:22]1[CH2:27][CH2:26][CH2:25][N:24]([C:2]2[CH:7]=[CH:6][CH:5]=[C:4]([C:8]3[N:12]([CH3:13])[C:11]4[CH:14]=[CH:15][CH:16]=[CH:17][C:10]=4[N:9]=3)[CH:3]=2)[CH2:23]1)=[O:28])[CH3:19]. The catalyst class is: 487.